This data is from NCI-60 drug combinations with 297,098 pairs across 59 cell lines. The task is: Regression. Given two drug SMILES strings and cell line genomic features, predict the synergy score measuring deviation from expected non-interaction effect. (1) Drug 1: CC(C1=C(C=CC(=C1Cl)F)Cl)OC2=C(N=CC(=C2)C3=CN(N=C3)C4CCNCC4)N. Drug 2: CC12CCC3C(C1CCC2O)C(CC4=C3C=CC(=C4)O)CCCCCCCCCS(=O)CCCC(C(F)(F)F)(F)F. Cell line: MCF7. Synergy scores: CSS=28.5, Synergy_ZIP=3.13, Synergy_Bliss=4.23, Synergy_Loewe=4.07, Synergy_HSA=7.15. (2) Drug 1: C1CN(P(=O)(OC1)NCCCl)CCCl. Drug 2: C(CN)CNCCSP(=O)(O)O. Cell line: A549. Synergy scores: CSS=-0.406, Synergy_ZIP=0.320, Synergy_Bliss=1.18, Synergy_Loewe=-0.0159, Synergy_HSA=0.286.